This data is from Full USPTO retrosynthesis dataset with 1.9M reactions from patents (1976-2016). The task is: Predict the reactants needed to synthesize the given product. Given the product [CH2:1]([O:3][C:4](=[O:26])[C:5]([CH3:24])([CH3:25])[CH2:6][CH2:7][CH2:8][CH2:9][CH:10]([CH2:23][OH:31])[CH2:11][CH2:12][CH2:13][CH2:14][C:15]([CH3:22])([CH3:21])[C:16]([O:18][CH2:19][CH3:20])=[O:17])[CH3:2], predict the reactants needed to synthesize it. The reactants are: [CH2:1]([O:3][C:4](=[O:26])[C:5]([CH3:25])([CH3:24])[CH2:6][CH2:7][CH2:8][CH2:9][C:10](=[CH2:23])[CH2:11][CH2:12][CH2:13][CH2:14][C:15]([CH3:22])([CH3:21])[C:16]([O:18][CH2:19][CH3:20])=[O:17])[CH3:2].B.CSC.[OH:31]O.[OH-].[Na+].